This data is from NCI-60 drug combinations with 297,098 pairs across 59 cell lines. The task is: Regression. Given two drug SMILES strings and cell line genomic features, predict the synergy score measuring deviation from expected non-interaction effect. (1) Drug 1: CS(=O)(=O)C1=CC(=C(C=C1)C(=O)NC2=CC(=C(C=C2)Cl)C3=CC=CC=N3)Cl. Drug 2: C1C(C(OC1N2C=C(C(=O)NC2=O)F)CO)O. Cell line: CCRF-CEM. Synergy scores: CSS=50.3, Synergy_ZIP=-3.66, Synergy_Bliss=-6.44, Synergy_Loewe=-25.4, Synergy_HSA=-5.47. (2) Drug 1: C1CC(=O)NC(=O)C1N2C(=O)C3=CC=CC=C3C2=O. Drug 2: C1CNP(=O)(OC1)N(CCCl)CCCl. Cell line: OVCAR3. Synergy scores: CSS=-4.20, Synergy_ZIP=3.15, Synergy_Bliss=4.24, Synergy_Loewe=-1.48, Synergy_HSA=-1.37. (3) Synergy scores: CSS=25.1, Synergy_ZIP=-0.788, Synergy_Bliss=-0.666, Synergy_Loewe=-35.1, Synergy_HSA=0.365. Drug 1: CCC1=CC2CC(C3=C(CN(C2)C1)C4=CC=CC=C4N3)(C5=C(C=C6C(=C5)C78CCN9C7C(C=CC9)(C(C(C8N6C)(C(=O)OC)O)OC(=O)C)CC)OC)C(=O)OC.C(C(C(=O)O)O)(C(=O)O)O. Cell line: SNB-75. Drug 2: CN(C(=O)NC(C=O)C(C(C(CO)O)O)O)N=O. (4) Drug 1: CCN(CC)CCNC(=O)C1=C(NC(=C1C)C=C2C3=C(C=CC(=C3)F)NC2=O)C. Drug 2: CS(=O)(=O)OCCCCOS(=O)(=O)C. Cell line: A498. Synergy scores: CSS=1.60, Synergy_ZIP=-1.37, Synergy_Bliss=-2.20, Synergy_Loewe=-2.33, Synergy_HSA=-2.85. (5) Drug 1: C1=NC2=C(N1)C(=S)N=C(N2)N. Drug 2: C(CC(=O)O)C(=O)CN.Cl. Cell line: UACC62. Synergy scores: CSS=30.4, Synergy_ZIP=2.14, Synergy_Bliss=2.64, Synergy_Loewe=-6.24, Synergy_HSA=4.08. (6) Drug 1: C1CN1C2=NC(=NC(=N2)N3CC3)N4CC4. Drug 2: CC1=C(C(=O)C2=C(C1=O)N3CC4C(C3(C2COC(=O)N)OC)N4)N. Cell line: NCI-H522. Synergy scores: CSS=48.5, Synergy_ZIP=-16.0, Synergy_Bliss=-9.73, Synergy_Loewe=0.604, Synergy_HSA=1.73. (7) Drug 1: CN(C)C(=N)N=C(N)N. Drug 2: CC(C)(C#N)C1=CC=C(C=C1)N2C3=C4C=C(C=CC4=NC=C3N(C2=O)C)C5=CC6=CC=CC=C6N=C5. Cell line: NCIH23. Synergy scores: CSS=49.8, Synergy_ZIP=1.14, Synergy_Bliss=0.317, Synergy_Loewe=-21.8, Synergy_HSA=3.15. (8) Cell line: MOLT-4. Drug 1: C1=CC(=CC=C1CCCC(=O)O)N(CCCl)CCCl. Synergy scores: CSS=49.0, Synergy_ZIP=1.70, Synergy_Bliss=-0.958, Synergy_Loewe=-0.500, Synergy_HSA=0.101. Drug 2: CCN(CC)CCNC(=O)C1=C(NC(=C1C)C=C2C3=C(C=CC(=C3)F)NC2=O)C.